From a dataset of Full USPTO retrosynthesis dataset with 1.9M reactions from patents (1976-2016). Predict the reactants needed to synthesize the given product. (1) Given the product [CH3:18][N:2]([CH3:1])[C:3]1[CH:4]=[CH:5][C:6]([C:9]2[C:10]([C:15]([NH:31][C:30]3[CH:32]=[CH:33][C:27]([O:26][CH2:25][CH2:24][N:19]4[CH:23]=[N:22][CH:21]=[N:20]4)=[CH:28][CH:29]=3)=[O:17])=[CH:11][CH:12]=[CH:13][CH:14]=2)=[CH:7][CH:8]=1, predict the reactants needed to synthesize it. The reactants are: [CH3:1][N:2]([CH3:18])[C:3]1[CH:8]=[CH:7][C:6]([C:9]2[C:10]([C:15]([OH:17])=O)=[CH:11][CH:12]=[CH:13][CH:14]=2)=[CH:5][CH:4]=1.[N:19]1([CH2:24][CH2:25][O:26][C:27]2[CH:33]=[CH:32][C:30]([NH2:31])=[CH:29][CH:28]=2)[CH:23]=[N:22][CH:21]=[N:20]1.ON1C2C=CC=CC=2N=N1.CN(C)CCCN=C=NCC. (2) Given the product [CH2:15]([N:22]1[CH2:23][CH2:24][CH:25]([NH:28][C:29](=[O:32])[CH2:30][O:14][C:10]2[CH:11]=[CH:12][CH:13]=[C:8]([Cl:7])[CH:9]=2)[CH2:26][CH2:27]1)[C:16]1[CH:17]=[CH:18][CH:19]=[CH:20][CH:21]=1, predict the reactants needed to synthesize it. The reactants are: CC(C)([O-])C.[K+].[Cl:7][C:8]1[CH:9]=[C:10]([OH:14])[CH:11]=[CH:12][CH:13]=1.[CH2:15]([N:22]1[CH2:27][CH2:26][CH:25]([NH:28][C:29](=[O:32])[CH2:30]Cl)[CH2:24][CH2:23]1)[C:16]1[CH:21]=[CH:20][CH:19]=[CH:18][CH:17]=1.O. (3) The reactants are: [C:1]([O:18][CH2:19][C@H:20]1[O:26][CH:24]([OH:25])[C@H:23]([OH:27])[C@@H:22]([OH:28])[C@H:21]1[OH:29])(=[O:17])[CH2:2][CH2:3][CH2:4][CH2:5][CH2:6][CH2:7][CH2:8][CH2:9][CH2:10][CH2:11][CH2:12][CH2:13][CH2:14][CH2:15][CH3:16]. Given the product [C:1]([O:18][CH2:19][C@H:20]1[O:26][CH:24]([OH:25])[C@H:23]([OH:27])[C@@H:22]([OH:28])[C@H:21]1[OH:29])(=[O:17])[CH2:2][CH2:3][CH2:4][CH2:5][CH2:6][CH2:7][CH2:8][CH2:9][CH2:10][CH2:11][CH2:12][CH2:13][CH2:14][CH2:15][CH3:16].[O:18]=[CH:19][C@@H:20]([C@H:21]([C@H:22]([C@@H:23]([CH2:24][OH:25])[OH:27])[OH:28])[OH:29])[OH:26], predict the reactants needed to synthesize it. (4) Given the product [Br:13][C:14]1[CH:26]=[CH:25][CH:24]=[C:16]2[C:15]=1[CH:27]=[C:22]([C:23]1[CH:42]=[CH:43][C:36]([CH2:35][N:32]3[CH2:33][CH2:34][N:29]([CH3:28])[CH2:30][CH2:31]3)=[CH:37][CH:38]=1)[NH:19][C:17]2=[O:18], predict the reactants needed to synthesize it. The reactants are: C(NC(C)C)(C)C.[Li]CCCC.[Br:13][C:14]1[C:15]([CH3:27])=[C:16]([CH:24]=[CH:25][CH:26]=1)[C:17]([N:19]([CH2:22][CH3:23])CC)=[O:18].[CH3:28][N:29]1[CH2:34][CH2:33][N:32]([CH2:35][C:36]2[CH:43]=[CH:42]C(C#N)=[CH:38][CH:37]=2)[CH2:31][CH2:30]1. (5) Given the product [CH3:1][O:2][C:3](=[O:23])[C:4]1[CH:9]=[C:8]([O:10][Si:11]([CH:18]([CH3:20])[CH3:19])([CH:15]([CH3:17])[CH3:16])[CH:12]([CH3:13])[CH3:14])[CH:7]=[C:6]([Cl:21])[C:5]=1[O:22][CH2:24][C:25]1[CH:30]=[CH:29][CH:28]=[CH:27][CH:26]=1, predict the reactants needed to synthesize it. The reactants are: [CH3:1][O:2][C:3](=[O:23])[C:4]1[CH:9]=[C:8]([O:10][Si:11]([CH:18]([CH3:20])[CH3:19])([CH:15]([CH3:17])[CH3:16])[CH:12]([CH3:14])[CH3:13])[CH:7]=[C:6]([Cl:21])[C:5]=1[OH:22].[CH2:24](Br)[C:25]1[CH:30]=[CH:29][CH:28]=[CH:27][CH:26]=1.C(=O)([O-])[O-].[K+].[K+].O. (6) Given the product [CH2:1]([N:8]1[CH2:12][CH2:11][N:10]([C@@H:13]([C:55]([CH3:58])([CH3:57])[CH3:56])[C:14]([NH:16][C@H:17]([C@@H:18]([O:47][C:60](=[O:66])[CH2:61][CH2:62][C:63]([OH:65])=[O:64])[CH2:19][C@H:20]([CH2:21][C:22]2[CH:27]=[CH:26][C:25]([C:28]3[CH:33]=[CH:32][CH:31]=[CH:30][N:29]=3)=[CH:24][CH:23]=2)[NH:34][C:35](=[O:36])[C@H:37]([C:38]([CH3:41])([CH3:40])[CH3:39])[NH:42][C:43](=[O:46])[O:44][CH3:45])[CH2:48][C:49]2[CH:54]=[CH:53][CH:52]=[CH:51][CH:50]=2)=[O:15])[C:9]1=[O:59])[C:2]1[CH:3]=[CH:4][CH:5]=[CH:6][CH:7]=1, predict the reactants needed to synthesize it. The reactants are: [CH2:1]([N:8]1[CH2:12][CH2:11][N:10]([C@@H:13]([C:55]([CH3:58])([CH3:57])[CH3:56])[C:14]([NH:16][C@@H:17]([CH2:48][C:49]2[CH:54]=[CH:53][CH:52]=[CH:51][CH:50]=2)[C@@H:18]([OH:47])[CH2:19][C@@H:20]([NH:34][C:35]([C@@H:37]([NH:42][C:43](=[O:46])[O:44][CH3:45])[C:38]([CH3:41])([CH3:40])[CH3:39])=[O:36])[CH2:21][C:22]2[CH:27]=[CH:26][C:25]([C:28]3[CH:33]=[CH:32][CH:31]=[CH:30][N:29]=3)=[CH:24][CH:23]=2)=[O:15])[C:9]1=[O:59])[C:2]1[CH:7]=[CH:6][CH:5]=[CH:4][CH:3]=1.[C:60]1(=[O:66])[O:65][C:63](=[O:64])[CH2:62][CH2:61]1.C1(NC2CCCCC2)CCCCC1.